Dataset: Reaction yield outcomes from USPTO patents with 853,638 reactions. Task: Predict the reaction yield, written as a fraction of the theoretical maximum amount of product (1.0 means a 100% yield; for example, 0.34 means a 34% yield). (1) The reactants are C[Si]([N-][Si](C)(C)C)(C)C.[Na+].[C:11]1(=[O:21])[C:20]2[C:15](=[CH:16][CH:17]=[CH:18][CH:19]=2)[CH:14]=[CH:13][NH:12]1.Br[CH2:23][C:24]1[CH:29]=[CH:28][C:27]([F:30])=[CH:26][CH:25]=1. The catalyst is C1COCC1.CN(C=O)C. The product is [F:30][C:27]1[CH:28]=[CH:29][C:24]([CH2:23][N:12]2[CH:13]=[CH:14][C:15]3[C:20](=[CH:19][CH:18]=[CH:17][CH:16]=3)[C:11]2=[O:21])=[CH:25][CH:26]=1. The yield is 0.740. (2) The reactants are C[Si:2]([C:5]#N)([CH3:4])[CH3:3].[CH3:7][O:8][C:9]1[C:17]([O:18][CH3:19])=[CH:16][CH:15]=[C:14]2[C:10]=1[CH2:11][CH2:12][C:13]2=[O:20].[C:21](#[N:23])C. The catalyst is C1(C)C=CC=CC=1.C(=O)(O)[O-].[Na+].[I-].[Zn+2].[I-]. The product is [CH3:5][Si:2]([CH3:3])([CH3:4])[O:20][C:13]1([C:21]#[N:23])[C:14]2[C:10](=[C:9]([O:8][CH3:7])[C:17]([O:18][CH3:19])=[CH:16][CH:15]=2)[CH2:11][CH2:12]1. The yield is 0.730. (3) The reactants are [CH2:1]([O:3][C:4]1[CH:9]=[CH:8][C:7]([N:10]2[C:14]3[CH:15]=[CH:16][C:17]([CH:19]=O)=[CH:18][C:13]=3[N:12]=[CH:11]2)=[CH:6][CH:5]=1)[CH3:2].[CH2:21]([C:23]1[CH:29]=[CH:28][C:26]([NH2:27])=[CH:25][CH:24]=1)[CH3:22].[BH4-].[Na+].C(=O)(O)[O-].[Na+]. The catalyst is CO.ClCCl. The product is [CH2:1]([O:3][C:4]1[CH:9]=[CH:8][C:7]([N:10]2[C:14]3[CH:15]=[CH:16][C:17]([CH2:19][NH:27][C:26]4[CH:28]=[CH:29][C:23]([CH2:21][CH3:22])=[CH:24][CH:25]=4)=[CH:18][C:13]=3[N:12]=[CH:11]2)=[CH:6][CH:5]=1)[CH3:2]. The yield is 0.310. (4) The reactants are I[CH:2]([CH3:4])[CH3:3].[Cl:5][C:6]1[CH:11]=[C:10]([I:12])[CH:9]=[C:8]([Cl:13])[C:7]=1[OH:14].C(=O)([O-])[O-].[K+].[K+]. The catalyst is CN(C)C=O.C(OCC)(=O)C. The product is [Cl:5][C:6]1[CH:11]=[C:10]([I:12])[CH:9]=[C:8]([Cl:13])[C:7]=1[O:14][CH:2]([CH3:4])[CH3:3]. The yield is 0.640. (5) The reactants are F[C:2](F)(F)C(O)=O.[NH2:8][C:9]1[C:14]([C:15]([C:17]2[CH:22]=[C:21]([F:23])[CH:20]=[CH:19][C:18]=2[O:24][CH3:25])=[O:16])=[CH:13]N=[C:11]([NH:26][CH:27]2[CH2:32][CH2:31][NH:30][CH2:29][CH2:28]2)[N:10]=1.C(N(CC)CC)C.[CH2:40]([S:42](Cl)(=[O:44])=[O:43])[CH3:41]. The catalyst is C(Cl)Cl. The product is [NH2:8][C:9]1[C:14]([C:15]([C:17]2[CH:22]=[C:21]([F:23])[CH:20]=[CH:19][C:18]=2[O:24][CH3:25])=[O:16])=[CH:13][CH:2]=[C:11]([NH:26][CH:27]2[CH2:28][CH2:29][N:30]([S:42]([CH2:40][CH3:41])(=[O:44])=[O:43])[CH2:31][CH2:32]2)[N:10]=1. The yield is 0.630. (6) The reactants are Cl[C:2]1[N:7]=[C:6]([N:8]2[CH2:13][CH2:12][O:11][CH2:10][CH2:9]2)[N:5]=[C:4]([N:14]2[CH2:19][CH2:18][O:17][CH2:16][CH2:15]2)[N:3]=1.C(=O)([O-])[O-].[Na+].[Na+].[NH2:26][C:27]1[CH:32]=[CH:31][C:30](B2OC(C)(C)C(C)(C)O2)=[CH:29][CH:28]=1. The catalyst is C1C=CC(P(C2C=CC=CC=2)C2C=CC=CC=2)=CC=1.C1C=CC(P(C2C=CC=CC=2)C2C=CC=CC=2)=CC=1.C1C=CC(P(C2C=CC=CC=2)C2C=CC=CC=2)=CC=1.C1C=CC(P(C2C=CC=CC=2)C2C=CC=CC=2)=CC=1.[Pd].COCCOC. The product is [N:14]1([C:4]2[N:5]=[C:6]([N:8]3[CH2:13][CH2:12][O:11][CH2:10][CH2:9]3)[N:7]=[C:2]([C:30]3[CH:31]=[CH:32][C:27]([NH2:26])=[CH:28][CH:29]=3)[N:3]=2)[CH2:19][CH2:18][O:17][CH2:16][CH2:15]1. The yield is 0.830.